From a dataset of Full USPTO retrosynthesis dataset with 1.9M reactions from patents (1976-2016). Predict the reactants needed to synthesize the given product. (1) Given the product [CH3:36][O:35][C:25]1[CH:24]=[C:23]([NH:11][C:9]2[N:10]=[C:5]3[C:4]([C:12]4[CH:21]=[CH:20][C:15]5[N:16]=[C:17]([CH3:19])[O:18][C:14]=5[CH:13]=4)=[CH:3][C:2]([CH3:1])=[CH:7][N:6]3[N:8]=2)[CH:28]=[CH:27][C:26]=1[N:29]1[CH:33]=[C:32]([CH3:34])[N:31]=[CH:30]1, predict the reactants needed to synthesize it. The reactants are: [CH3:1][C:2]1[CH:3]=[C:4]([C:12]2[CH:21]=[CH:20][C:15]3[N:16]=[C:17]([CH3:19])[O:18][C:14]=3[CH:13]=2)[C:5]2[N:6]([N:8]=[C:9]([NH2:11])[N:10]=2)[CH:7]=1.Br[C:23]1[CH:28]=[CH:27][C:26]([N:29]2[CH:33]=[C:32]([CH3:34])[N:31]=[CH:30]2)=[C:25]([O:35][CH3:36])[CH:24]=1.C(Cl)Cl. (2) Given the product [C:22]1([CH3:32])[CH:27]=[CH:26][C:25]([S:28]([O:9][CH2:8][CH2:7][C:6]2[O:5][C:4]([C:10]3[CH:15]=[C:14]([O:16][CH3:17])[C:13]([O:18][CH3:19])=[C:12]([O:20][CH3:21])[CH:11]=3)=[N:3][C:2]=2[CH3:1])(=[O:30])=[O:29])=[CH:24][CH:23]=1, predict the reactants needed to synthesize it. The reactants are: [CH3:1][C:2]1[N:3]=[C:4]([C:10]2[CH:15]=[C:14]([O:16][CH3:17])[C:13]([O:18][CH3:19])=[C:12]([O:20][CH3:21])[CH:11]=2)[O:5][C:6]=1[CH2:7][CH2:8][OH:9].[C:22]1([CH3:32])[CH:27]=[CH:26][C:25]([S:28](Cl)(=[O:30])=[O:29])=[CH:24][CH:23]=1.N1C=CC=CC=1.